Dataset: hERG channel blocking data for cardiac toxicity assessment. Task: Regression/Classification. Given a drug SMILES string, predict its toxicity properties. Task type varies by dataset: regression for continuous values (e.g., LD50, hERG inhibition percentage) or binary classification for toxic/non-toxic outcomes (e.g., AMES mutagenicity, cardiotoxicity, hepatotoxicity). Dataset: herg. (1) The compound is C[C@@]12CCC(=O)C=C1C=C[C@@H]1[C@H]2CC[C@]2(C)[C@@H]1CC[C@]2(O)CCC(=O)[O-]. The result is 0 (non-blocker). (2) The result is 1 (blocker). The compound is COc1ccc(CC[NH+](C)CCCN(C(=O)c2ccc([N+](=O)[O-])cc2)c2ccc(OC)c(OC)c2)cc1OC.